From a dataset of Full USPTO retrosynthesis dataset with 1.9M reactions from patents (1976-2016). Predict the reactants needed to synthesize the given product. Given the product [F:1][C:2]1[CH:7]=[C:6]([C:8]2[C:13]([CH3:14])=[CH:12][C:11]([CH2:15][C:16]([NH:31][C:28]3[CH:27]=[CH:26][C:25]([C:20]4[CH:21]=[N:22][CH:23]=[CH:24][N:19]=4)=[CH:30][N:29]=3)=[O:18])=[CH:10][N:9]=2)[CH:5]=[CH:4][N:3]=1, predict the reactants needed to synthesize it. The reactants are: [F:1][C:2]1[CH:7]=[C:6]([C:8]2[C:13]([CH3:14])=[CH:12][C:11]([CH2:15][C:16]([OH:18])=O)=[CH:10][N:9]=2)[CH:5]=[CH:4][N:3]=1.[N:19]1[CH:24]=[CH:23][N:22]=[CH:21][C:20]=1[C:25]1[CH:26]=[CH:27][C:28]([NH2:31])=[N:29][CH:30]=1.C(N=C=NC(C)C)(C)C.